Dataset: Ames mutagenicity test results for genotoxicity prediction. Task: Regression/Classification. Given a drug SMILES string, predict its toxicity properties. Task type varies by dataset: regression for continuous values (e.g., LD50, hERG inhibition percentage) or binary classification for toxic/non-toxic outcomes (e.g., AMES mutagenicity, cardiotoxicity, hepatotoxicity). Dataset: ames. (1) The molecule is Oc1cc(Cl)ccc1Cl. The result is 0 (non-mutagenic). (2) The drug is C[C@@H](CCC(=O)O)[C@H]1CC[C@H]2[C@@H]3CC[C@H]4C[C@@H](O)CC[C@]4(C)[C@H]3CC[C@@]21C. The result is 0 (non-mutagenic). (3) The drug is CC(=O)Oc1c(OC(C)=O)c2c([N+](=O)[O-])ccc3c4ccccc4c4cccc1c4c23. The result is 1 (mutagenic). (4) The molecule is COC(=O)Nc1nc2cc(C(=O)c3ccccc3)ccc2[nH]1. The result is 1 (mutagenic).